From a dataset of Forward reaction prediction with 1.9M reactions from USPTO patents (1976-2016). Predict the product of the given reaction. (1) Given the reactants [F:1][C:2]([F:36])([F:35])[C:3]1[CH:4]=[C:5]([C:13]([CH3:34])([CH3:33])[C:14]([N:16]([C:18]2[CH:19]=[N:20][C:21](Cl)=[CH:22][C:23]=2[C:24]2[CH:29]=[CH:28][C:27]([F:30])=[CH:26][C:25]=2[CH3:31])[CH3:17])=[O:15])[CH:6]=[C:7]([C:9]([F:12])([F:11])[F:10])[CH:8]=1.[OH:37][CH2:38][CH:39]1[CH2:44][CH2:43][NH:42][CH2:41][CH2:40]1.[Cl-].[Li+].C(=O)([O-])[O-].[K+].[K+], predict the reaction product. The product is: [F:1][C:2]([F:36])([F:35])[C:3]1[CH:4]=[C:5]([C:13]([CH3:34])([CH3:33])[C:14]([N:16]([C:18]2[C:23]([C:24]3[CH:29]=[CH:28][C:27]([F:30])=[CH:26][C:25]=3[CH3:31])=[CH:22][C:21]([N:42]3[CH2:43][CH2:44][CH:39]([CH2:38][OH:37])[CH2:40][CH2:41]3)=[N:20][CH:19]=2)[CH3:17])=[O:15])[CH:6]=[C:7]([C:9]([F:12])([F:11])[F:10])[CH:8]=1. (2) Given the reactants C[O:2][C:3]([C:5]1[S:14][C:8]2=[N:9][C:10]([CH3:13])=[CH:11][CH:12]=[C:7]2[C:6]=1[O:15][CH2:16][C:17]([O:19]C(C)(C)C)=[O:18])=[O:4].[Li+].[OH-], predict the reaction product. The product is: [C:17]([CH2:16][O:15][C:6]1[C:7]2[C:8](=[N:9][C:10]([CH3:13])=[CH:11][CH:12]=2)[S:14][C:5]=1[C:3]([OH:4])=[O:2])([OH:19])=[O:18]. (3) Given the reactants C([O:8][N:9]1[C:14]2[N:15]=[CH:16][N:17]=[C:18]([CH3:19])[C:13]=2[C:12]([NH:20][CH2:21][C:22]2[CH:23]=[N:24][CH:25]=[C:26]([CH3:28])[CH:27]=2)=[CH:11][C:10]1=[O:29])C1C=CC=CC=1.CO.[H][H], predict the reaction product. The product is: [OH:8][N:9]1[C:14]2[N:15]=[CH:16][N:17]=[C:18]([CH3:19])[C:13]=2[C:12]([NH:20][CH2:21][C:22]2[CH:23]=[N:24][CH:25]=[C:26]([CH3:28])[CH:27]=2)=[CH:11][C:10]1=[O:29]. (4) Given the reactants C(NC(C)C)(C)C.C([Li])CCC.[CH:13]1([C:19]#[N:20])[CH2:18][CH2:17][CH2:16][CH2:15][CH2:14]1.[CH2:21]=[O:22], predict the reaction product. The product is: [OH:22][CH2:21][C:13]1([C:19]#[N:20])[CH2:18][CH2:17][CH2:16][CH2:15][CH2:14]1. (5) Given the reactants [Cl:1][C:2]1[C:21]([Cl:22])=[CH:20][C:5]2[NH:6][C:7]([C:9]3[CH:14]=[CH:13][C:12]([O:15][CH3:16])=[C:11]([N+:17]([O-:19])=[O:18])[CH:10]=3)=[N:8][C:4]=2[CH:3]=1.[H-].[Na+].Cl[C:26]([O:28][CH2:29][C:30]1[CH:35]=[CH:34][CH:33]=[CH:32][CH:31]=1)=[O:27], predict the reaction product. The product is: [CH2:29]([O:28][C:26]([N:8]1[C:4]2[CH:3]=[C:2]([Cl:1])[C:21]([Cl:22])=[CH:20][C:5]=2[N:6]=[C:7]1[C:9]1[CH:14]=[CH:13][C:12]([O:15][CH3:16])=[C:11]([N+:17]([O-:19])=[O:18])[CH:10]=1)=[O:27])[C:30]1[CH:35]=[CH:34][CH:33]=[CH:32][CH:31]=1. (6) The product is: [CH3:1][C:2]1[CH:11]=[CH:10][C:9]2[C:4](=[CH:5][CH:6]=[C:7]([C:12]([NH2:16])=[O:14])[CH:8]=2)[N:3]=1. Given the reactants [CH3:1][C:2]1[CH:11]=[CH:10][C:9]2[C:4](=[CH:5][CH:6]=[C:7]([C:12]([O:14]C)=O)[CH:8]=2)[N:3]=1.[NH3:16], predict the reaction product. (7) The product is: [C:14](=[O:40])([O:15][C:16]1[CH:21]=[CH:20][C:19]([S:22]([N:25]2[C:34]3[C:29](=[CH:30][CH:31]=[C:32]([F:35])[CH:33]=3)[NH:28][C:27](=[O:36])[C@@H:26]2[CH3:37])(=[O:24])=[O:23])=[CH:18][CH:17]=1)[O:39][CH2:2][CH3:11]. Given the reactants F[C:2]1C=C2C(=C[CH:11]=1)NC(=O)[C@H](C)N2.[C:14](=[O:40])([O-:39])[O:15][C:16]1[CH:21]=[CH:20][C:19]([S:22]([N:25]2[C:34]3[C:29](=[CH:30][CH:31]=[C:32]([F:35])[CH:33]=3)[NH:28][C:27](=[O:36])[C@@H:26]2[CH2:37]C)(=[O:24])=[O:23])=[CH:18][CH:17]=1, predict the reaction product. (8) The product is: [OH:26][CH2:27][CH2:28][N:29]([CH2:39][CH2:40][OH:41])[S:30]([C:33]1[S:34][C:35]([C:2]#[C:1][C:3]2[CH:4]=[N:5][N:6]3[C:11]([C:12]([F:14])([F:13])[F:15])=[CH:10][C:9]([C:16]4[CH:21]=[CH:20][CH:19]=[C:18]([C:22]([F:25])([F:24])[F:23])[CH:17]=4)=[N:8][C:7]=23)=[CH:36][CH:37]=1)(=[O:32])=[O:31]. Given the reactants [C:1]([C:3]1[CH:4]=[N:5][N:6]2[C:11]([C:12]([F:15])([F:14])[F:13])=[CH:10][C:9]([C:16]3[CH:21]=[CH:20][CH:19]=[C:18]([C:22]([F:25])([F:24])[F:23])[CH:17]=3)=[N:8][C:7]=12)#[CH:2].[OH:26][CH2:27][CH2:28][N:29]([CH2:39][CH2:40][OH:41])[S:30]([C:33]1[S:34][C:35](Br)=[CH:36][CH:37]=1)(=[O:32])=[O:31], predict the reaction product. (9) Given the reactants [H-].[Na+].[Br:3][C:4]1[CH:5]=[CH:6][C:7]([CH2:10][C:11]#[N:12])=[N:8][CH:9]=1.Br[CH2:14][CH2:15][O:16][CH2:17][CH2:18]Br.O, predict the reaction product. The product is: [Br:3][C:4]1[CH:5]=[CH:6][C:7]([C:10]2([C:11]#[N:12])[CH2:18][CH2:17][O:16][CH2:15][CH2:14]2)=[N:8][CH:9]=1.